This data is from Full USPTO retrosynthesis dataset with 1.9M reactions from patents (1976-2016). The task is: Predict the reactants needed to synthesize the given product. (1) Given the product [OH:2][C:3]1[CH:4]=[CH:5][C:6](/[CH:9]=[CH:10]/[C:11]2[CH:12]=[CH:13][CH:14]=[CH:15][CH:16]=2)=[CH:7][CH:8]=1, predict the reactants needed to synthesize it. The reactants are: C[O:2][C:3]1[CH:8]=[CH:7][C:6](/[CH:9]=[CH:10]/[C:11]2[CH:16]=[CH:15][CH:14]=[CH:13][CH:12]=2)=[CH:5][CH:4]=1.B(Br)(Br)Br. (2) Given the product [NH2:20][CH2:19][CH2:18][O:17][C:16]1[CH:15]=[CH:14][C:13]([C:12]2[CH:8]([NH:7][S:4]([CH:2]([CH3:3])[CH3:1])(=[O:6])=[O:5])[CH2:9][CH2:10][CH:11]=2)=[CH:22][CH:21]=1, predict the reactants needed to synthesize it. The reactants are: [CH3:1][CH:2]([S:4]([NH:7][CH:8]1[C:12]([C:13]2[CH:22]=[CH:21][C:16]([O:17][CH2:18][C:19]#[N:20])=[CH:15][CH:14]=2)=[CH:11][CH2:10][CH2:9]1)(=[O:6])=[O:5])[CH3:3].COCCO[AlH2-]OCCOC.[Na+].Cl. (3) Given the product [F:1][C:2]1[CH:7]=[CH:6][C:5]([CH:8]2[CH2:13][CH2:12][CH:11]([C:14](=[O:16])[CH3:15])[CH2:10][CH2:9]2)=[CH:4][CH:3]=1, predict the reactants needed to synthesize it. The reactants are: [F:1][C:2]1[CH:7]=[CH:6][CH:5]=[CH:4][CH:3]=1.[CH:8]1[CH2:13][CH2:12][CH2:11][CH2:10][CH:9]=1.[C:14](Cl)(=[O:16])[CH3:15].[Cl-].[Al+3].[Cl-].[Cl-].